From a dataset of Catalyst prediction with 721,799 reactions and 888 catalyst types from USPTO. Predict which catalyst facilitates the given reaction. Reactant: C(OC([N:8]1[CH2:11][C:10]([O:13][C:14]2[CH:15]=[C:16]3[C:25](=[CH:26][C:27]=2[CH3:28])[O:24][CH2:23][C:22]2[N:17]3[CH:18]([CH3:30])[C:19](=[O:29])[NH:20][N:21]=2)([CH3:12])[CH2:9]1)=O)(C)(C)C.[C:31]([OH:37])([C:33]([F:36])([F:35])[F:34])=[O:32]. Product: [F:34][C:33]([F:36])([F:35])[C:31]([OH:37])=[O:32].[CH3:30][CH:18]1[N:17]2[C:22]([CH2:23][O:24][C:25]3[C:16]2=[CH:15][C:14]([O:13][C:10]2([CH3:12])[CH2:9][NH:8][CH2:11]2)=[C:27]([CH3:28])[CH:26]=3)=[N:21][NH:20][C:19]1=[O:29]. The catalyst class is: 2.